Predict the product of the given reaction. From a dataset of Forward reaction prediction with 1.9M reactions from USPTO patents (1976-2016). Given the reactants [CH3:1][C:2]1[CH:7]=[C:6]([O:8][Si:9]([CH:16]([CH3:18])[CH3:17])([CH:13]([CH3:15])[CH3:14])[CH:10]([CH3:12])[CH3:11])[CH:5]=[C:4]([CH3:19])[C:3]=1[CH:20]([C:22]1[CH:27]=[CH:26][C:25]([F:28])=[C:24]([C:29]([CH3:31])=[CH2:30])[CH:23]=1)O, predict the reaction product. The product is: [CH3:1][C:2]1[CH:7]=[C:6]([O:8][Si:9]([CH:10]([CH3:12])[CH3:11])([CH:13]([CH3:15])[CH3:14])[CH:16]([CH3:18])[CH3:17])[CH:5]=[C:4]([CH3:19])[C:3]=1[CH2:20][C:22]1[CH:27]=[CH:26][C:25]([F:28])=[C:24]([CH:29]([CH3:31])[CH3:30])[CH:23]=1.